Dataset: HIV replication inhibition screening data with 41,000+ compounds from the AIDS Antiviral Screen. Task: Binary Classification. Given a drug SMILES string, predict its activity (active/inactive) in a high-throughput screening assay against a specified biological target. The molecule is O=C1OC(=O)C2C3CC(C12)C1C3N1S(=O)(=O)c1ccccc1. The result is 0 (inactive).